Task: Predict the product of the given reaction.. Dataset: Forward reaction prediction with 1.9M reactions from USPTO patents (1976-2016) (1) Given the reactants [Si]([O:8][CH2:9][C@H:10]1[CH2:12][C@:11]1([CH2:19][CH2:20][NH2:21])[C:13]1[CH:18]=[CH:17][CH:16]=[CH:15][N:14]=1)(C(C)(C)C)(C)C.[F-].C([N+](CCCC)(CCCC)CCCC)CCC, predict the reaction product. The product is: [NH2:21][CH2:20][CH2:19][C@:11]1([C:13]2[CH:18]=[CH:17][CH:16]=[CH:15][N:14]=2)[CH2:12][C@@H:10]1[CH2:9][OH:8]. (2) Given the reactants Cl.O1CCOCC1.C(OC([N:15]1[CH2:20][CH2:19][CH:18]([O:21][C:22]2[CH:27]=[CH:26][CH:25]=[CH:24][C:23]=2[C:28]([N:30]2[CH2:44][C:33]3=[C:34]4[N:39]([N:40]=[C:32]3[CH2:31]2)[C:38]([CH3:41])=[C:37]([Cl:42])[C:36]([CH3:43])=[N:35]4)=[O:29])[CH:17]([F:45])[CH2:16]1)=O)(C)(C)C, predict the reaction product. The product is: [ClH:42].[Cl:42][C:37]1[C:36]([CH3:43])=[N:35][C:34]2[N:39]([N:40]=[C:32]3[CH2:31][N:30]([C:28]([C:23]4[CH:24]=[CH:25][CH:26]=[CH:27][C:22]=4[O:21][CH:18]4[CH2:19][CH2:20][NH:15][CH2:16][CH:17]4[F:45])=[O:29])[CH2:44][C:33]3=2)[C:38]=1[CH3:41]. (3) Given the reactants [C:1]([O:5][C:6]([N:8]1[CH2:13][CH2:12][N:11]([C:14]2[N:22]([C:23]3[CH:28]=[CH:27][CH:26]=[CH:25][C:24]=3[Cl:29])[C:21]3[C:20](=[O:30])[N:19](COC(=O)C(C)(C)C)[C:18](=[O:39])[N:17]([CH2:40][C:41]([O:43][CH3:44])=[O:42])[C:16]=3[N:15]=2)[CH2:10][CH2:9]1)=[O:7])([CH3:4])([CH3:3])[CH3:2].[H-].[Na+].Cl, predict the reaction product. The product is: [C:1]([O:5][C:6]([N:8]1[CH2:13][CH2:12][N:11]([C:14]2[N:22]([C:23]3[CH:28]=[CH:27][CH:26]=[CH:25][C:24]=3[Cl:29])[C:21]3[C:20](=[O:30])[NH:19][C:18](=[O:39])[N:17]([CH2:40][C:41]([O:43][CH3:44])=[O:42])[C:16]=3[N:15]=2)[CH2:10][CH2:9]1)=[O:7])([CH3:4])([CH3:3])[CH3:2]. (4) The product is: [CH3:6][C:5]([S:8][CH2:9][CH2:10][C@H:23]1[CH2:27][CH2:26][O:25][CH2:24]1)([CH3:7])[C:4]([O:3][CH2:1][CH3:2])=[O:12]. Given the reactants [CH2:1]([O:3][C:4](=[O:12])[C:5]([S:8][C:9](=O)[CH3:10])([CH3:7])[CH3:6])[CH3:2].C[O-].[Na+].CS(OCC[C@H:23]1[CH2:27][CH2:26][O:25][CH2:24]1)(=O)=O, predict the reaction product.